Task: Predict the product of the given reaction.. Dataset: Forward reaction prediction with 1.9M reactions from USPTO patents (1976-2016) (1) Given the reactants [CH3:1][C:2]1[N:3]([C:8]2[CH:13]=[CH:12][CH:11]=[C:10]([CH3:14])[N:9]=2)[C:4]([CH3:7])=[CH:5][CH:6]=1.[CH2:15](I)[CH2:16][CH3:17].C(I)C, predict the reaction product. The product is: [CH2:14]([C:10]1[CH:11]=[CH:12][CH:13]=[C:8]([N:3]2[C:2]([CH3:1])=[CH:6][CH:5]=[C:4]2[CH3:7])[N:9]=1)[CH2:15][CH2:16][CH3:17]. (2) Given the reactants [OH:1][CH2:2][CH2:3][C:4]1[CH:5]=[C:6]2[C:11](=[CH:12][CH:13]=1)[O:10][CH:9](O)[CH2:8][CH:7]2[C:15]1[CH:20]=[CH:19][CH:18]=[CH:17][CH:16]=1.[CH:21]([NH:24][CH:25]([CH3:27])[CH3:26])([CH3:23])[CH3:22].[H][H].[ClH:30], predict the reaction product. The product is: [ClH:30].[CH:21]([N:24]([CH:25]([CH3:27])[CH3:26])[CH2:9][CH2:8][CH:7]([C:6]1[CH:5]=[C:4]([CH2:3][CH2:2][OH:1])[CH:13]=[CH:12][C:11]=1[OH:10])[C:15]1[CH:20]=[CH:19][CH:18]=[CH:17][CH:16]=1)([CH3:23])[CH3:22]. (3) Given the reactants [CH3:1][NH:2][C@@H:3]1[C:12]2[N:11]=[CH:10][CH:9]=[CH:8][C:7]=2[CH2:6][CH2:5][CH2:4]1.COC1C=CC([C@@H](N[C@H]2C3N=CC=CC=3CCC2)C)=CC=1, predict the reaction product. The product is: [CH3:1][NH:2][C@H:3]1[C:12]2[N:11]=[CH:10][CH:9]=[CH:8][C:7]=2[CH2:6][CH2:5][CH2:4]1. (4) Given the reactants [C:1]([O:5][C:6](=[O:14])[NH:7][C:8]1[CH:9]=[N:10][CH:11]=[CH:12][CH:13]=1)([CH3:4])([CH3:3])[CH3:2].CN(CCN(C)C)C.[Li]CCCC.[C:28](OCC)(=[O:34])[C:29]([O:31][CH2:32][CH3:33])=[O:30], predict the reaction product. The product is: [CH2:32]([O:31][C:29](=[O:30])[C:28]([C:13]1[CH:12]=[CH:11][N:10]=[CH:9][C:8]=1[NH:7][C:6]([O:5][C:1]([CH3:4])([CH3:2])[CH3:3])=[O:14])=[O:34])[CH3:33]. (5) The product is: [C:3]([C:5]1[CH:10]=[CH:9][C:19]([C:20]([OH:15])=[O:13])=[CH:7][CH:6]=1)(=[O:4])[CH2:2][CH3:1]. Given the reactants [CH3:1][CH2:2][C:3]([C:5]1[CH:10]=[CH:9]C(C#N)=[CH:7][CH:6]=1)=[O:4].[OH-:13].[Na+].[O:15]1[CH2:20][CH2:19]OCC1, predict the reaction product. (6) Given the reactants [C:1]([NH:4][C@H:5]([C:27](O)=[O:28])[CH2:6][S:7][C:8]([C:21]1[CH:26]=[CH:25][CH:24]=[CH:23][CH:22]=1)([C:15]1[CH:20]=[CH:19][CH:18]=[CH:17][CH:16]=1)[C:9]1[CH:14]=[CH:13][CH:12]=[CH:11][CH:10]=1)(=[O:3])[CH3:2].Cl.[C:31]([S:36][CH2:37][CH2:38][NH2:39])(=[O:35])[CH:32]([CH3:34])[CH3:33].Cl.C(SCCN)(=O)C.Cl.C(SCCN)(=O)C1C=CC=CC=1, predict the reaction product. The product is: [C:1]([NH:4][C@H:5]([C:27]([NH:39][CH2:38][CH2:37][S:36][C:31](=[O:35])[CH:32]([CH3:34])[CH3:33])=[O:28])[CH2:6][S:7][C:8]([C:21]1[CH:22]=[CH:23][CH:24]=[CH:25][CH:26]=1)([C:15]1[CH:16]=[CH:17][CH:18]=[CH:19][CH:20]=1)[C:9]1[CH:10]=[CH:11][CH:12]=[CH:13][CH:14]=1)(=[O:3])[CH3:2]. (7) Given the reactants [I:1][C:2]1[CH:7]=[CH:6][C:5]([CH:8]2[CH:17]([C:18]3[CH:23]=[CH:22][CH:21]=[C:20]([O:24][CH:25]4[CH2:30][CH2:29][CH2:28][CH2:27][O:26]4)[CH:19]=3)[CH:16](O)[C:15]3[C:10](=[CH:11][CH:12]=[C:13]([O:32][CH:33]4[CH2:38][CH2:37][CH2:36][CH2:35][O:34]4)[CH:14]=3)[O:9]2)=[CH:4][CH:3]=1.C(N(CC)C(C)C)(C)C.CS(Cl)(=O)=O, predict the reaction product. The product is: [I:1][C:2]1[CH:7]=[CH:6][C:5]([CH:8]2[C:17]([C:18]3[CH:23]=[CH:22][CH:21]=[C:20]([O:24][CH:25]4[CH2:30][CH2:29][CH2:28][CH2:27][O:26]4)[CH:19]=3)=[CH:16][C:15]3[C:10](=[CH:11][CH:12]=[C:13]([O:32][CH:33]4[CH2:38][CH2:37][CH2:36][CH2:35][O:34]4)[CH:14]=3)[O:9]2)=[CH:4][CH:3]=1. (8) The product is: [Cl:59][C:60]1[CH:72]=[CH:71][C:63]([CH2:64][N:65]2[CH:69]=[C:68]([NH:70][C:13]3[CH:14]=[CH:15][C:10]([S:7]([NH:6][C:2]4[S:1][CH:5]=[CH:4][N:3]=4)(=[O:9])=[O:8])=[N:11][CH:12]=3)[CH:67]=[N:66]2)=[CH:62][CH:61]=1. Given the reactants [S:1]1[CH:5]=[CH:4][N:3]=[C:2]1[NH:6][S:7]([C:10]1[CH:15]=[CH:14][C:13](Br)=[CH:12][N:11]=1)(=[O:9])=[O:8].CC1(C)C2C=CC=C(P(C3C=CC=CC=3)C3C=CC=CC=3)C=2OC2C1=CC=CC=2P(C1C=CC=CC=1)C1C=CC=CC=1.[Cl:59][C:60]1[CH:72]=[CH:71][C:63]([CH2:64][N:65]2[CH:69]=[C:68]([NH2:70])[CH:67]=[N:66]2)=[CH:62][CH:61]=1.CN(C)C(=O)C.CC(C)([O-])C.[Na+], predict the reaction product. (9) Given the reactants [Br:1][C:2]1[N:3]=[C:4]([CH2:7][C:8]([C:10]2[CH:15]=[CH:14][CH:13]=[CH:12][CH:11]=2)=[O:9])[NH:5][CH:6]=1.[C:16](O)(=[O:19])[C:17]#[CH:18].N1(C(N2C=CN=C2)=O)C=CN=C1, predict the reaction product. The product is: [C:8]([C:7]1[CH:18]=[CH:17][C:16](=[O:19])[N:5]2[CH:6]=[C:2]([Br:1])[NH:3][C:4]=12)(=[O:9])[C:10]1[CH:15]=[CH:14][CH:13]=[CH:12][CH:11]=1.